From a dataset of Forward reaction prediction with 1.9M reactions from USPTO patents (1976-2016). Predict the product of the given reaction. (1) Given the reactants [Cl:1][C:2]1[N:3]=[C:4]([NH:18][CH2:19][CH2:20][NH2:21])[C:5]2[CH2:10][CH2:9][CH:8]([C:11]3[CH:16]=[CH:15][C:14]([F:17])=[CH:13][CH:12]=3)[C:6]=2[N:7]=1.Br[CH2:23][CH2:24][O:25][C:26]1[CH:33]=[C:32]([N+:34]([O-:36])=[O:35])[CH:31]=[CH:30][C:27]=1[C:28]#[N:29], predict the reaction product. The product is: [Cl:1][C:2]1[N:3]=[C:4]([NH:18][CH2:19][CH2:20][NH:21][CH2:23][CH2:24][O:25][C:26]2[CH:33]=[C:32]([N+:34]([O-:36])=[O:35])[CH:31]=[CH:30][C:27]=2[C:28]#[N:29])[C:5]2[CH2:10][CH2:9][CH:8]([C:11]3[CH:16]=[CH:15][C:14]([F:17])=[CH:13][CH:12]=3)[C:6]=2[N:7]=1. (2) Given the reactants [CH2:1]([N:4]1[C:12]2[CH:11]=[CH:10][C:9]([C:13]([N:15]3[CH2:20][CH2:19][CH:18]([CH3:21])[CH2:17][CH2:16]3)=[O:14])=[CH:8][C:7]=2[C:6]2[CH2:22][N:23]([CH:26]3[CH2:31][CH2:30][N:29](C(OC(C)(C)C)=O)[CH2:28][CH2:27]3)[CH2:24][CH2:25][C:5]1=2)[CH:2]=[CH2:3].FC(F)(F)C(O)=O, predict the reaction product. The product is: [CH2:1]([N:4]1[C:12]2[CH:11]=[CH:10][C:9]([C:13]([N:15]3[CH2:16][CH2:17][CH:18]([CH3:21])[CH2:19][CH2:20]3)=[O:14])=[CH:8][C:7]=2[C:6]2[CH2:22][N:23]([CH:26]3[CH2:31][CH2:30][NH:29][CH2:28][CH2:27]3)[CH2:24][CH2:25][C:5]1=2)[CH:2]=[CH2:3]. (3) Given the reactants O1CCCC1.[C:6]([O:10][C:11]([NH:13][CH2:14][C:15]1[CH:20]=[CH:19][C:18]([N:21]2[C:27]3[CH:28]=[CH:29][CH:30]=[CH:31][C:26]=3[N:25]([CH2:32][C:33]3[CH:38]=[CH:37][C:36]([NH:39][S:40]([CH3:43])(=[O:42])=[O:41])=[CH:35][CH:34]=3)[C:24](=[O:44])[CH:23]([CH2:45][C:46]([O:48]C)=[O:47])[C:22]2=[O:50])=[CH:17][CH:16]=1)=[O:12])([CH3:9])([CH3:8])[CH3:7].[OH-].[Na+].S([O-])(O)(=O)=O.[K+], predict the reaction product. The product is: [C:6]([O:10][C:11]([NH:13][CH2:14][C:15]1[CH:20]=[CH:19][C:18]([N:21]2[C:27]3[CH:28]=[CH:29][CH:30]=[CH:31][C:26]=3[N:25]([CH2:32][C:33]3[CH:34]=[CH:35][C:36]([NH:39][S:40]([CH3:43])(=[O:41])=[O:42])=[CH:37][CH:38]=3)[C:24](=[O:44])[CH:23]([CH2:45][C:46]([OH:48])=[O:47])[C:22]2=[O:50])=[CH:17][CH:16]=1)=[O:12])([CH3:9])([CH3:7])[CH3:8]. (4) Given the reactants [Cl:1][C:2]1[N:7]=[CH:6][C:5]([CH2:8][C:9]#[N:10])=[CH:4][CH:3]=1.[OH-].[Na+].Br[CH2:14][CH2:15]Cl, predict the reaction product. The product is: [Cl:1][C:2]1[N:7]=[CH:6][C:5]([C:8]2([C:9]#[N:10])[CH2:15][CH2:14]2)=[CH:4][CH:3]=1. (5) Given the reactants [C:1](=[O:12])(OC(Cl)(Cl)Cl)OC(Cl)(Cl)Cl.[NH2:13][C:14]1[CH:15]=[C:16]([CH:33]=[CH:34][C:35]=1[F:36])[O:17][C:18]1[N:23]=[C:22]2[S:24][C:25]([NH:27][C:28]([CH:30]3[CH2:32][CH2:31]3)=[O:29])=[N:26][C:21]2=[CH:20][CH:19]=1.C(N(CC)CC)C.[F:44][C:45]([F:55])([F:54])[C:46]1[CH:47]=[C:48]([CH2:52][NH2:53])[CH:49]=[CH:50][CH:51]=1, predict the reaction product. The product is: [F:36][C:35]1[CH:34]=[CH:33][C:16]([O:17][C:18]2[N:23]=[C:22]3[S:24][C:25]([NH:27][C:28]([CH:30]4[CH2:32][CH2:31]4)=[O:29])=[N:26][C:21]3=[CH:20][CH:19]=2)=[CH:15][C:14]=1[NH:13][C:1](=[O:12])[NH:53][CH2:52][C:48]1[CH:49]=[CH:50][CH:51]=[C:46]([C:45]([F:44])([F:54])[F:55])[CH:47]=1. (6) Given the reactants [CH:1]([O:4][C:5]1[C:14]2[C:9](=[CH:10][C:11]([C:15](O)=[O:16])=[CH:12][CH:13]=2)[CH:8]=[C:7]([NH:18][C:19]2[CH:23]=[C:22]([CH3:24])[NH:21][N:20]=2)[N:6]=1)([CH3:3])[CH3:2].[CH:25]1([NH:31][CH3:32])[CH2:30][CH2:29][CH2:28][CH2:27][CH2:26]1, predict the reaction product. The product is: [CH:25]1([N:31]([CH3:32])[C:15]([C:11]2[CH:10]=[C:9]3[C:14](=[CH:13][CH:12]=2)[C:5]([O:4][CH:1]([CH3:2])[CH3:3])=[N:6][C:7]([NH:18][C:19]2[CH:23]=[C:22]([CH3:24])[NH:21][N:20]=2)=[CH:8]3)=[O:16])[CH2:30][CH2:29][CH2:28][CH2:27][CH2:26]1. (7) Given the reactants ClC(Cl)(Cl)C[O:4][C:5](=O)[NH:6][C:7]1[N:8]([C:16]2[CH:21]=[CH:20][C:19]([CH3:22])=[CH:18][CH:17]=2)[N:9]=[C:10]([C:12]2([CH3:15])[CH2:14][CH2:13]2)[CH:11]=1.[C:26]([O:30][C:31]([N:33]1[CH2:38][CH2:37][CH:36]([O:39][C:40]2[C:49]3[C:44](=[CH:45][CH:46]=[CH:47][CH:48]=3)[C:43]([NH2:50])=[CH:42][N:41]=2)[CH2:35][CH2:34]1)=[O:32])([CH3:29])([CH3:28])[CH3:27].C(N(C(C)C)CC)(C)C.ClCCl, predict the reaction product. The product is: [C:26]([O:30][C:31]([N:33]1[CH2:34][CH2:35][CH:36]([O:39][C:40]2[C:49]3[C:44](=[CH:45][CH:46]=[CH:47][CH:48]=3)[C:43]([NH:50][C:5]([NH:6][C:7]3[N:8]([C:16]4[CH:17]=[CH:18][C:19]([CH3:22])=[CH:20][CH:21]=4)[N:9]=[C:10]([C:12]4([CH3:15])[CH2:13][CH2:14]4)[CH:11]=3)=[O:4])=[CH:42][N:41]=2)[CH2:37][CH2:38]1)=[O:32])([CH3:29])([CH3:27])[CH3:28].